Predict which catalyst facilitates the given reaction. From a dataset of Catalyst prediction with 721,799 reactions and 888 catalyst types from USPTO. (1) Reactant: [O:1]1[C:6]([CH2:7][OH:8])=[CH:5][CH2:4][CH2:3][CH2:2]1.[CH:9]1([C:12]2[CH:17]=[CH:16][C:15](O)=[CH:14][CH:13]=2)[CH2:11][CH2:10]1.C(P(CCCC)CCCC)CCC.N(C(N1CCCCC1)=O)=NC(N1CCCCC1)=O. Product: [CH:9]1([C:12]2[CH:17]=[CH:16][C:15]([O:8][CH2:7][C:6]3[O:1][CH2:2][CH2:3][CH2:4][CH:5]=3)=[CH:14][CH:13]=2)[CH2:11][CH2:10]1. The catalyst class is: 11. (2) Reactant: [CH2:1]([NH:5][NH2:6])[CH2:2][CH:3]=[CH2:4].[Cl:7][C:8]1[N:13]=[C:12](Cl)[C:11]([C:15]([NH:17][C:18]2[C:23]([CH3:24])=[CH:22][CH:21]=[CH:20][C:19]=2[CH3:25])=[O:16])=[CH:10][N:9]=1.C(N(CC)CC)C. Product: [CH2:1]([N:5]([C:12]1[C:11]([C:15]([NH:17][C:18]2[C:23]([CH3:24])=[CH:22][CH:21]=[CH:20][C:19]=2[CH3:25])=[O:16])=[CH:10][N:9]=[C:8]([Cl:7])[N:13]=1)[NH2:6])[CH2:2][CH:3]=[CH2:4]. The catalyst class is: 1. (3) Reactant: CN1CCN(CCCNC2N=CN=C3N(C4C=CC([OH:27])=CC=4)N=CC=23)CC1.[H-].[Na+].[S:30]1[C:34]2[CH:35]=[CH:36][CH:37]=[CH:38][C:33]=2[N:32]=[C:31]1[NH:39][C:40]([C:42]1[CH:43]=[CH:44][CH:45]=[C:46]2[C:51]=1[CH2:50][N:49]([C:52]1[N:57]=[C:56]([C:58]([O:60]C(C)(C)C)=[O:59])[C:55]([CH2:65][CH2:66][CH2:67]I)=[CH:54][CH:53]=1)[CH2:48][CH2:47]2)=[O:41]. Product: [S:30]1[C:34]2[CH:35]=[CH:36][CH:37]=[CH:38][C:33]=2[N:32]=[C:31]1[NH:39][C:40]([C:42]1[CH:43]=[CH:44][CH:45]=[C:46]2[C:51]=1[CH2:50][N:49]([C:52]1[N:57]=[C:56]([C:58]([OH:60])=[O:59])[C:55]([CH2:65][CH2:66][CH2:67][OH:27])=[CH:54][CH:53]=1)[CH2:48][CH2:47]2)=[O:41]. The catalyst class is: 3. (4) Product: [OH:22][C:21]1[CH:23]=[CH:24][CH:25]=[C:26]([CH3:27])[C:20]=1[C:7](=[O:6])[CH3:8]. Reactant: C[Mg]Br.C([O:6][CH2:7][CH3:8])C.C(N(CC)CC)C.C(OC(=O)[C:20]1[C:21](=[CH:23][CH:24]=[CH:25][C:26]=1[CH3:27])[OH:22])C.[Cl-].[NH4+]. The catalyst class is: 11. (5) The catalyst class is: 3. Reactant: [CH3:1][NH:2][C:3]([C:5]1[CH:10]=[C:9]([O:11][C:12]2[CH:21]=[C:20]3[C:15]([CH2:16][CH2:17][NH:18][CH2:19]3)=[CH:14][CH:13]=2)[CH:8]=[CH:7][N:6]=1)=[O:4].[F:22][C:23]1[CH:28]=[C:27]([N:29]=[C:30]=[O:31])[CH:26]=[CH:25][C:24]=1[CH3:32].O. Product: [F:22][C:23]1[CH:28]=[C:27]([NH:29][C:30]([N:18]2[CH2:17][CH2:16][C:15]3[C:20](=[CH:21][C:12]([O:11][C:9]4[CH:8]=[CH:7][N:6]=[C:5]([C:3]([NH:2][CH3:1])=[O:4])[CH:10]=4)=[CH:13][CH:14]=3)[CH2:19]2)=[O:31])[CH:26]=[CH:25][C:24]=1[CH3:32]. (6) Reactant: [NH2:1][C:2]1[CH:7]=[CH:6][C:5]([N:8]2[C:16]3[CH:15]=[CH:14][N:13]=[CH:12][C:11]=3[N:10]=[C:9]2[C:17]2[C:18]([NH2:22])=[N:19][O:20][N:21]=2)=[CH:4][CH:3]=1.[H-].[Na+].Cl.[CH3:26][N:27]([CH3:31])[CH2:28][CH2:29]Cl. Product: [NH2:22][C:18]1[C:17]([C:9]2[N:8]([C:5]3[CH:6]=[CH:7][C:2]([NH:1][CH2:29][CH2:28][N:27]([CH3:31])[CH3:26])=[CH:3][CH:4]=3)[C:16]3[CH:15]=[CH:14][N:13]=[CH:12][C:11]=3[N:10]=2)=[N:21][O:20][N:19]=1. The catalyst class is: 3. (7) Reactant: O[CH2:2][CH:3]1[CH2:8][CH2:7][N:6]([C:9]([O:11][C:12]([CH3:15])([CH3:14])[CH3:13])=[O:10])[CH2:5][CH2:4]1.CS(Cl)(=O)=O.[N-:21]=[N+:22]=[N-:23].[Na+]. Product: [N:21]([CH2:2][CH:3]1[CH2:8][CH2:7][N:6]([C:9]([O:11][C:12]([CH3:15])([CH3:14])[CH3:13])=[O:10])[CH2:5][CH2:4]1)=[N+:22]=[N-:23]. The catalyst class is: 34. (8) Reactant: [Cl:1][C:2]1[CH:7]=[CH:6][C:5]([C:8]([C:11]2[N:15]([C:16]3[CH:21]=[CH:20][C:19]([F:22])=[CH:18][CH:17]=3)[C:14]([S:23][CH2:24][C:25]3[C:30]([F:31])=[CH:29][C:28]([NH:32]C(=O)OC(C)(C)C)=[CH:27][C:26]=3[F:40])=[N:13][CH:12]=2)([CH3:10])[CH3:9])=[CH:4][C:3]=1[O:41][CH3:42].C(O)(C(F)(F)F)=O. Product: [Cl:1][C:2]1[CH:7]=[CH:6][C:5]([C:8]([C:11]2[N:15]([C:16]3[CH:21]=[CH:20][C:19]([F:22])=[CH:18][CH:17]=3)[C:14]([S:23][CH2:24][C:25]3[C:26]([F:40])=[CH:27][C:28]([NH2:32])=[CH:29][C:30]=3[F:31])=[N:13][CH:12]=2)([CH3:10])[CH3:9])=[CH:4][C:3]=1[O:41][CH3:42]. The catalyst class is: 2. (9) Reactant: [CH2:1]([C:3]1[CH:8]=[C:7]([O:9][CH2:10][O:11][CH2:12][CH2:13][Si:14]([CH3:17])([CH3:16])[CH3:15])[C:6]([F:18])=[CH:5][C:4]=1[C:19]1[CH:27]=[C:26]2[C:22]([C:23]([C:34]#[N:35])=[N:24][N:25]2[CH:28]2[CH2:33][CH2:32][CH2:31][CH2:30][O:29]2)=[CH:21][CH:20]=1)[CH3:2].[CH3:36][O-:37].[Na+]. Product: [CH3:36][O:37][C:34]([C:23]1[C:22]2[C:26](=[CH:27][C:19]([C:4]3[CH:5]=[C:6]([F:18])[C:7]([O:9][CH2:10][O:11][CH2:12][CH2:13][Si:14]([CH3:17])([CH3:15])[CH3:16])=[CH:8][C:3]=3[CH2:1][CH3:2])=[CH:20][CH:21]=2)[N:25]([CH:28]2[CH2:33][CH2:32][CH2:31][CH2:30][O:29]2)[N:24]=1)=[NH:35]. The catalyst class is: 5. (10) Reactant: [C:1]([N:5]1[CH:9]=[C:8]([CH:10]=[O:11])/[C:7](=[N:12]/[C:13](=[O:23])[C:14]2[CH:19]=[C:18]([Cl:20])[CH:17]=[CH:16][C:15]=2[O:21][CH3:22])/[S:6]1)([CH3:4])([CH3:3])[CH3:2].[BH4-].[Na+]. Product: [C:1]([N:5]1[CH:9]=[C:8]([CH2:10][OH:11])/[C:7](=[N:12]/[C:13](=[O:23])[C:14]2[CH:19]=[C:18]([Cl:20])[CH:17]=[CH:16][C:15]=2[O:21][CH3:22])/[S:6]1)([CH3:4])([CH3:3])[CH3:2]. The catalyst class is: 1.